Dataset: Forward reaction prediction with 1.9M reactions from USPTO patents (1976-2016). Task: Predict the product of the given reaction. (1) The product is: [Cl:22][C:23]1[CH:28]=[CH:27][CH:26]=[C:25]([Cl:29])[C:24]=1[NH:30][C:31](=[O:32])[N:2]([CH3:1])[C:3]1[CH:8]=[C:7]([NH:9][C:10]2[CH:15]=[CH:14][C:13]([N:16]3[CH2:17][CH2:18][O:19][CH2:20][CH2:21]3)=[CH:12][CH:11]=2)[N:6]=[CH:5][N:4]=1. Given the reactants [CH3:1][NH:2][C:3]1[CH:8]=[C:7]([NH:9][C:10]2[CH:15]=[CH:14][C:13]([N:16]3[CH2:21][CH2:20][O:19][CH2:18][CH2:17]3)=[CH:12][CH:11]=2)[N:6]=[CH:5][N:4]=1.[Cl:22][C:23]1[CH:28]=[CH:27][CH:26]=[C:25]([Cl:29])[C:24]=1[N:30]=[C:31]=[O:32], predict the reaction product. (2) Given the reactants C(N(CC)CC)C.[F:8][C:9]1[CH:17]=[C:16]2[C:12]([C:13]([CH:19]=[O:20])=[N:14][N:15]2[CH3:18])=[CH:11][CH:10]=1.[CH:21](=[N:28][C:29]1[CH:34]=[CH:33][CH:32]=[C:31]([O:35][CH3:36])[CH:30]=1)[C:22]1[CH:27]=[CH:26][CH:25]=[CH:24][CH:23]=1, predict the reaction product. The product is: [F:8][C:9]1[CH:17]=[C:16]2[C:12]([C:13]([C:19](=[O:20])[CH:21]([NH:28][C:29]3[CH:34]=[CH:33][CH:32]=[C:31]([O:35][CH3:36])[CH:30]=3)[C:22]3[CH:23]=[CH:24][CH:25]=[CH:26][CH:27]=3)=[N:14][N:15]2[CH3:18])=[CH:11][CH:10]=1. (3) Given the reactants BrC[CH2:3][CH:4]([CH3:6])[CH3:5].[CH3:7][O:8][C:9](=[O:17])[C:10]1[CH:15]=[CH:14][CH:13]=[C:12](Br)[CH:11]=1, predict the reaction product. The product is: [CH2:3]([C:12]1[CH:11]=[C:10]([CH:15]=[CH:14][CH:13]=1)[C:9]([O:8][CH3:7])=[O:17])[CH:4]([CH3:6])[CH3:5]. (4) The product is: [Cl:1][C:2]1[C:3]([Cl:11])=[N:4][CH:5]=[C:6]([CH:10]=1)[C:7]([O:9][CH3:12])=[O:8]. Given the reactants [Cl:1][C:2]1[C:3]([Cl:11])=[N:4][CH:5]=[C:6]([CH:10]=1)[C:7]([OH:9])=[O:8].[CH3:12]OC(OC)(OC)C, predict the reaction product. (5) Given the reactants [CH3:1][C:2]1[C:7]([C:8]2[CH:16]=[CH:15][C:14]([OH:17])=[C:13]3[C:9]=2[CH:10]=[CH:11][NH:12]3)=[C:6]([CH3:18])[N:5]=[CH:4][N:3]=1.Cl[C:20]1[C:25]2[CH:26]=[CH:27][O:28][C:24]=2[CH:23]=[CH:22][N:21]=1.C(=O)([O-])[O-].[Cs+].[Cs+], predict the reaction product. The product is: [CH3:1][C:2]1[C:7]([C:8]2[CH:16]=[CH:15][C:14]([O:17][C:20]3[C:25]4[CH:26]=[CH:27][O:28][C:24]=4[CH:23]=[CH:22][N:21]=3)=[C:13]3[C:9]=2[CH:10]=[CH:11][NH:12]3)=[C:6]([CH3:18])[N:5]=[CH:4][N:3]=1. (6) Given the reactants [NH2:1][C:2]1[S:3][CH:4]=[CH:5][C:6]=1[C:7]([NH2:9])=[O:8].CCN(CC)CC.[C:17](Cl)(=[O:24])[C:18]1[CH:23]=[CH:22][CH:21]=[N:20][CH:19]=1, predict the reaction product. The product is: [C:7]([C:6]1[CH:5]=[CH:4][S:3][C:2]=1[NH:1][C:17](=[O:24])[C:18]1[CH:23]=[CH:22][CH:21]=[N:20][CH:19]=1)(=[O:8])[NH2:9]. (7) Given the reactants [CH2:1]([O:3][C:4]1[CH:13]=[CH:12][CH:11]=[C:10]2[C:5]=1[CH:6]=[C:7]([CH:14]=[O:15])[CH:8]=[N:9]2)[CH3:2].[BH4-].[Na+], predict the reaction product. The product is: [CH2:1]([O:3][C:4]1[CH:13]=[CH:12][CH:11]=[C:10]2[C:5]=1[CH:6]=[C:7]([CH2:14][OH:15])[CH:8]=[N:9]2)[CH3:2]. (8) Given the reactants [Cl:1][C:2]1[CH:19]=[CH:18][C:17]([Cl:20])=[CH:16][C:3]=1[CH2:4][N:5]1[CH2:10][CH2:9][NH:8][C:7]2[N:11]=[CH:12][C:13](I)=[CH:14][C:6]1=2.[C:21]([NH:28][CH2:29][C:30]#[CH:31])([O:23][C:24]([CH3:27])([CH3:26])[CH3:25])=[O:22], predict the reaction product. The product is: [C:24]([O:23][C:21](=[O:22])[NH:28][CH2:29][C:30]#[C:31][C:13]1[CH:12]=[N:11][C:7]2[NH:8][CH2:9][CH2:10][N:5]([CH2:4][C:3]3[CH:16]=[C:17]([Cl:20])[CH:18]=[CH:19][C:2]=3[Cl:1])[C:6]=2[CH:14]=1)([CH3:27])([CH3:26])[CH3:25]. (9) Given the reactants [Cl:1][C:2]1[CH:7]=[CH:6][CH:5]=[CH:4][C:3]=1[NH:8][C:9]([C:12]1[S:25][C:15]2[C:16]3[CH:24]=[N:23][CH:22]=[CH:21][C:17]=3[O:18][CH2:19][CH2:20][C:14]=2[CH:13]=1)=[N:10][NH2:11].[CH2:26](OC(OCC)OCC)C, predict the reaction product. The product is: [S:25]1[C:15]2[C:16]3[CH:24]=[N:23][CH:22]=[CH:21][C:17]=3[O:18][CH2:19][CH2:20][C:14]=2[CH:13]=[C:12]1[C:9]1[N:8]([C:3]2[CH:4]=[CH:5][CH:6]=[CH:7][C:2]=2[Cl:1])[CH:26]=[N:11][N:10]=1. (10) Given the reactants [Cl:1][C:2]1[N:7]=[C:6](Cl)[CH:5]=[CH:4][N:3]=1.[OH:9][C:10]1[CH:42]=[CH:41][CH:40]=[CH:39][C:11]=1[CH2:12][NH:13][C:14]([NH:16][C:17]1[N:21]([C:22]2[CH:27]=[CH:26][CH:25]=[C:24]([S:28]([C:31]([F:34])([F:33])[F:32])(=[O:30])=[O:29])[CH:23]=2)[N:20]=[C:19]([C:35]([CH3:38])([CH3:37])[CH3:36])[CH:18]=1)=[O:15].[OH-].[Na+].[Cl-].[NH4+], predict the reaction product. The product is: [Cl:1][C:2]1[N:7]=[C:6]([O:9][C:10]2[CH:42]=[CH:41][CH:40]=[CH:39][C:11]=2[CH2:12][NH:13][C:14]([NH:16][C:17]2[N:21]([C:22]3[CH:27]=[CH:26][CH:25]=[C:24]([S:28]([C:31]([F:32])([F:33])[F:34])(=[O:30])=[O:29])[CH:23]=3)[N:20]=[C:19]([C:35]([CH3:37])([CH3:38])[CH3:36])[CH:18]=2)=[O:15])[CH:5]=[CH:4][N:3]=1.